This data is from Experimentally validated miRNA-target interactions with 360,000+ pairs, plus equal number of negative samples. The task is: Binary Classification. Given a miRNA mature sequence and a target amino acid sequence, predict their likelihood of interaction. (1) The miRNA is hsa-miR-30c-5p with sequence UGUAAACAUCCUACACUCUCAGC. The protein sequence of the target gene is MLLSLVLHTYSMRYLLPSVVLLGTAPTYVLAWGVWRLLSAFLPARFYQALDDRLYCVYQSMVLFFFENYTGVQILLYGDLPKNKENIIYLANHQSTVDWIVADILAIRQNALGHVRYVLKEGLKWLPLYGCYFAQHGGIYVKRSAKFNEKEMRNKLQSYVDAGTPMYLVIFPEGTRYNPEQTKVLSASQAFAAQRGLAVLKHVLTPRIKATHVAFDCMKNYLDAIYDVTVVYEGKDDGGQRRESPTMTEFLCKECPKIHIHIDRIDKKDVPEEQEHMRRWLHERFEIKDKMLIEFYESPD.... Result: 1 (interaction). (2) The miRNA is hsa-miR-219a-5p with sequence UGAUUGUCCAAACGCAAUUCU. The protein sequence of the target gene is MSPHLTALLGLVLCLAQTIHTQEGALPRPSISAEPGTVISPGSHVTFMCRGPVGVQTFRLEREDRAKYKDSYNVFRLGPSESEARFHIDSVSEGNAGLYRCLYYKPPGWSEHSDFLELLVKESSGGPDSPDTEPGSSAGTVPGTEASGFDAP. Result: 0 (no interaction). (3) The miRNA is mmu-miR-193a-3p with sequence AACUGGCCUACAAAGUCCCAGU. The protein sequence of the target gene is MAPLDLDKYVEIARQCKYLPENDLKRLCDYVCDLLLEESNVQPVSTPVTVCGDIHGQFYDLCELFRTGGQVPDTNYIFMGDFVDRGYYSLETFTYLLALKAKWPDRITLLRGNHESRQITQVYGFYDECQTKYGNANAWRYCTKVFDMLTVAALIDEQILCVHGGLSPDIKTLDQIRTIERNQEIPHKGAFCDLVWSDPEDVDTWAISPRGAGWLFGAKVTNEFVHINNLKLICRAHQLVHEGYKFMFDEKLVTVWSAPNYCYRCGNIASIMVFKDVNTREPKLFRAVPDSERVIPPRTT.... Result: 0 (no interaction). (4) The miRNA is hsa-miR-193b-3p with sequence AACUGGCCCUCAAAGUCCCGCU. The protein sequence of the target gene is MAALRVLLSCVRGPLRPPVRCPAWRPFASGANFEYIIAEKRGKNNTVGLIQLNRPKALNALCDGLIDELNQALKTFEEDPAVGAIVLTGGDKAFAAGADIKEMQNLSFQDCYSSKFLKHWDHLTQVKKPVIAAVNGYAFGGGCELAMMCDIIYAGEKAQFAQPEILIGTIPGAGGTQRLTRAVGKSLAMEMVLTGDRISAQDAKQAGLVSKICPVETLVEEAIQCAEKIASNSKIVVAMAKESVNAAFEMTLTEGSKLEKKLFYSTFATDDRKEGMTAFVEKRKANFKDQ. Result: 0 (no interaction). (5) The protein sequence of the target gene is MVTRFLGPRYRELVKNWVPTAYTWGAVGAVGLVWATDWRLILDWVPYINGKFKKDN. Result: 1 (interaction). The miRNA is hsa-miR-106b-3p with sequence CCGCACUGUGGGUACUUGCUGC. (6) The miRNA is hsa-miR-135b-5p with sequence UAUGGCUUUUCAUUCCUAUGUGA. The protein sequence of the target gene is MASGRARCTRKLRNWVVEQVESGQFPGVCWDDTAKTMFRIPWKHAGKQDFREDQDAAFFKAWAIFKGKYKEGDTGGPAVWKTRLRCALNKSSEFKEVPERGRMDVAEPYKVYQLLPPGIVSGQPGTQKVPSKRQHSSVSSERKEEEDAMQNCTLSPSVLQDSLNNEEEGASGGAVHSDIGSSSSSSSPEPQEVTDTTEAPFQGDQRSLEFLLPPEPDYSLLLTFIYNGRVVGEAQVQSLDCRLVAEPSGSESSMEQVLFPKPGPLEPTQRLLSQLERGILVASNPRGLFVQRLCPIPISW.... Result: 0 (no interaction).